From a dataset of Reaction yield outcomes from USPTO patents with 853,638 reactions. Predict the reaction yield, written as a fraction of the theoretical maximum amount of product (1.0 means a 100% yield; for example, 0.34 means a 34% yield). (1) The reactants are C[O:2][C:3]([C:5]1[C@H:9]([CH2:10][O:11][CH2:12][C:13]2[CH:18]=[CH:17][CH:16]=[CH:15][CH:14]=2)[C@@H:8]([O:19][CH2:20][C:21]2[CH:26]=[CH:25][CH:24]=[CH:23][CH:22]=2)[CH2:7][CH:6]=1)=O.[H-].C([Al+]CC(C)C)C(C)C. The catalyst is C(Cl)Cl. The yield is 0.900. The product is [C:21]1([CH2:20][O:19][C@@H:8]2[C@@H:9]([CH2:10][O:11][CH2:12][C:13]3[CH:14]=[CH:15][CH:16]=[CH:17][CH:18]=3)[C:5]([CH2:3][OH:2])=[CH:6][CH2:7]2)[CH:22]=[CH:23][CH:24]=[CH:25][CH:26]=1. (2) The reactants are [N+:1]([C:4]1[CH:22]=[CH:21][C:7]([C:8]([NH:10][C:11]2[CH:16]=[CH:15][CH:14]=[C:13]([C:17]([F:20])([F:19])[F:18])[CH:12]=2)=[O:9])=[CH:6][CH:5]=1)([O-])=O.C(O)(=O)C. The catalyst is C1COCC1.[Zn]. The product is [NH2:1][C:4]1[CH:5]=[CH:6][C:7]([C:8]([NH:10][C:11]2[CH:16]=[CH:15][CH:14]=[C:13]([C:17]([F:18])([F:19])[F:20])[CH:12]=2)=[O:9])=[CH:21][CH:22]=1. The yield is 0.550. (3) The reactants are Cl[C:2]1[N:7]=[CH:6][N:5]=[C:4]([NH2:8])[CH:3]=1.CCN(CC)CC.[CH3:16][OH:17].CN([CH:21]=[O:22])C. The catalyst is C1C=CC(P(C2C=CC=CC=2)[C-]2C=CC=C2)=CC=1.C1C=CC(P(C2C=CC=CC=2)[C-]2C=CC=C2)=CC=1.Cl[Pd]Cl.[Fe+2]. The product is [NH2:8][C:4]1[N:5]=[CH:6][N:7]=[C:2]([C:16]([O:22][CH3:21])=[O:17])[CH:3]=1. The yield is 0.420. (4) The reactants are [Si]([O:8][CH2:9][C:10]1[N:18]([CH2:19][CH2:20][C:21]([O:23][CH3:24])=[O:22])[C:13]2=[N:14][CH:15]=[CH:16][CH:17]=[C:12]2[CH:11]=1)(C(C)(C)C)(C)C.[F-].C([N+](CCCC)(CCCC)CCCC)CCC. The catalyst is C1COCC1.C(OCC)C. The product is [OH:8][CH2:9][C:10]1[N:18]([CH2:19][CH2:20][C:21]([O:23][CH3:24])=[O:22])[C:13]2=[N:14][CH:15]=[CH:16][CH:17]=[C:12]2[CH:11]=1. The yield is 0.800. (5) The reactants are [CH3:1][CH2:2][C@@:3]1([OH:28])[C:8](=[O:9])[O:7][CH2:6][C:5]2[C:10]([N:12]3[C:24](=[CH:25][C:4]1=2)[C:23]1[C:14](=[C:15]([CH:26]=O)[C:16]2[C:21]([N:22]=1)=[CH:20][CH:19]=[CH:18][CH:17]=2)[CH2:13]3)=[O:11].[NH2:29][C:30]1[CH:35]=[CH:34][CH:33]=[CH:32][CH:31]=1.[Yb]. The catalyst is C(Cl)Cl. The product is [CH3:1][CH2:2][C@@:3]1([OH:28])[C:8](=[O:9])[O:7][CH2:6][C:5]2[C:10]([N:12]3[C:24](=[CH:25][C:4]1=2)[C:23]1[C:14](=[C:15]([CH:26]=[N:29][C:30]2[CH:35]=[CH:34][CH:33]=[CH:32][CH:31]=2)[C:16]2[C:21]([N:22]=1)=[CH:20][CH:19]=[CH:18][CH:17]=2)[CH2:13]3)=[O:11]. The yield is 0.510.